This data is from Reaction yield outcomes from USPTO patents with 853,638 reactions. The task is: Predict the reaction yield, written as a fraction of the theoretical maximum amount of product (1.0 means a 100% yield; for example, 0.34 means a 34% yield). (1) The reactants are Cl[C:2]1[C:3](=[O:16])[NH:4][N:5]=[CH:6][C:7]=1[N:8]([CH3:15])[C:9]1[CH:14]=[CH:13][CH:12]=[CH:11][CH:10]=1.[OH-].[Na+].[H][H]. The catalyst is [Pd].O. The product is [CH3:15][N:8]([C:9]1[CH:14]=[CH:13][CH:12]=[CH:11][CH:10]=1)[C:7]1[CH:6]=[N:5][NH:4][C:3](=[O:16])[CH:2]=1. The yield is 0.560. (2) The reactants are [CH:1]1[C:10]2[C:5](=[CH:6][CH:7]=[CH:8][CH:9]=2)[CH:4]=[CH:3][C:2]=1[C:11]1[CH2:17][CH:16]2[NH:18][CH:13]([CH2:14][CH2:15]2)[CH:12]=1.Br[CH2:20][CH2:21][OH:22].C([O-])([O-])=O.[K+].[K+].CN(C=O)C. The catalyst is O. The product is [CH:1]1[C:10]2[C:5](=[CH:6][CH:7]=[CH:8][CH:9]=2)[CH:4]=[CH:3][C:2]=1[C:11]1[CH2:12][CH:13]2[N:18]([CH2:20][CH2:21][OH:22])[CH:16]([CH2:15][CH2:14]2)[CH:17]=1. The yield is 0.910. (3) The reactants are [Br:1][C:2]1[N:10]=[C:9]([NH2:11])[N:8]=[C:7]2[C:3]=1[N:4]=[CH:5][NH:6]2.[Br:12][C:13]1[C:18]([CH3:19])=[CH:17][N:16]=[C:15]([CH2:20]Cl)[C:14]=1[CH3:22].C([O-])([O-])=O.[K+].[K+]. The catalyst is CN(C=O)C. The product is [Br:1][C:2]1[N:10]=[C:9]([NH2:11])[N:8]=[C:7]2[C:3]=1[N:4]=[CH:5][N:6]2[CH2:20][C:15]1[C:14]([CH3:22])=[C:13]([Br:12])[C:18]([CH3:19])=[CH:17][N:16]=1. The yield is 0.560. (4) The reactants are [CH3:1][C:2]([O:4][C@@H:5]([CH2:10][N+:11]([CH3:14])([CH3:13])[CH3:12])[CH2:6][C:7]([O-:9])=[O:8])=[O:3].[Cl-:15].[CH:16]1[CH:17]=[CH:18][C:19]2[C:20](=[CH:22][C:23]([C:42]([OH:44])=[O:43])=[C:24](O)[C:25]=2[CH2:26][C:27]2[C:36]([OH:37])=[C:35]([C:38]([OH:40])=[O:39])[CH:34]=[C:33]3[C:28]=2[CH:29]=[CH:30][CH:31]=[CH:32]3)[CH:21]=1. No catalyst specified. The product is [Cl-:15].[C:2]([O:4][C@H:5]([CH2:6][C:7]([O:9][C:24]1[C:23]([C:42]([OH:44])=[O:43])=[CH:22][C:20]2[C:19](=[CH:18][CH:17]=[CH:16][CH:21]=2)[C:25]=1[CH2:26][C:27]1[C:28]2[C:33](=[CH:32][CH:31]=[CH:30][CH:29]=2)[CH:34]=[C:35]([C:38]([OH:40])=[O:39])[C:36]=1[OH:37])=[O:8])[CH2:10][N+:11]([CH3:12])([CH3:14])[CH3:13])(=[O:3])[CH3:1]. The yield is 0.197. (5) The reactants are [CH2:1]([O:3][C:4]([C:6]1[CH:20]=[C:19]([C:21]2[CH:26]=[CH:25][CH:24]=[C:23]([CH2:27][N:28]3[CH2:33]COC[CH2:29]3)[CH:22]=2)[C:9]2[N:10]([C:13]3[CH:18]=[CH:17][CH:16]=[CH:15][CH:14]=3)[CH:11]=[N:12][C:8]=2[CH:7]=1)=[O:5])[CH3:2].C(OC(C1C=C(C2C=CC=C(CCl)C=2)C2N(C3C=CC=CC=3)C=NC=2C=1)=O)C.CNC. The catalyst is CN(C)C=O. The product is [CH2:1]([O:3][C:4]([C:6]1[CH:20]=[C:19]([C:21]2[CH:26]=[CH:25][CH:24]=[C:23]([CH2:27][N:28]([CH3:29])[CH3:33])[CH:22]=2)[C:9]2[N:10]([C:13]3[CH:14]=[CH:15][CH:16]=[CH:17][CH:18]=3)[CH:11]=[N:12][C:8]=2[CH:7]=1)=[O:5])[CH3:2]. The yield is 0.250. (6) The reactants are [CH3:1][N:2]1[C:6](O)=[N:5][C:4]([C:8]2[CH:9]=[N:10][CH:11]=[CH:12][CH:13]=2)=[N:3]1.P(Br)(Br)([Br:16])=O. The catalyst is CC(C)=O.C(=O)=O. The product is [Br:16][C:6]1[N:2]([CH3:1])[N:3]=[C:4]([C:8]2[CH:9]=[N:10][CH:11]=[CH:12][CH:13]=2)[N:5]=1. The yield is 0.740.